This data is from Experimentally validated miRNA-target interactions with 360,000+ pairs, plus equal number of negative samples. The task is: Binary Classification. Given a miRNA mature sequence and a target amino acid sequence, predict their likelihood of interaction. (1) Result: 0 (no interaction). The miRNA is ath-miR173-5p with sequence UUCGCUUGCAGAGAGAAAUCAC. The protein sequence of the target gene is MDCLCIVTTKKYRYQDEDTPPLEHSPAHLPNQANSPPVIVNTDTLEAPGYELQVNGTEGEMEYEEITLERGNSGLGFSIAGGTDNPHIGDDPSIFITKIIPGGAAAQDGRLRVNDSILFVNEVDVREVTHSAAVEALKEAGSIVRLYVMRRKPPAEKIIEIKLIKGPKGLGFSIAGGVGNQHIPGDNSIYVTKIIEGGAAHKDGRLQIGDKILAVNSVGLEDVMHEDAVAALKNTYDVVYLKVAKPSNAYLSDSYAPPDITTSYSQHLDNEISHSSYLGTDYPTAMTPTSPRRYSPVAKD.... (2) The miRNA is hsa-miR-9-5p with sequence UCUUUGGUUAUCUAGCUGUAUGA. The protein sequence of the target gene is MSTQSTHPLKPEAPRLPPGIPESPSCQRRHTLPASEFRCLTPEDAVSAFEIEREAFISVLGVCPLYLDEIRHFLTLCPELSLGWFEEGCLVAFIIGSLWDKERLMQESLTLHRSGGHIAHLHVLAVHRAFRQQGRGPILLWRYLHHLGSQPAVRRAALMCEDALVPFYERFSFHAVGPCAITVGSLTFMELHCSLRGHPFLRRNSGC. Result: 0 (no interaction). (3) The miRNA is hsa-miR-7975 with sequence AUCCUAGUCACGGCACCA. The protein sequence of the target gene is MAGWQSYVDNLMCDGCCQEAAIVGYCDAKYVWAATAGGVFQSITPVEIDMIVGKDREGFFTNGLTLGAKKCSVIRDSLYVDGDCTMDIRTKSQGGEPTYNVAVGRAGRVLVFVMGKEGVHGGGLNKKAYSMAKYLRDSGF. Result: 0 (no interaction). (4) The miRNA is mmu-miR-669f-3p with sequence CAUAUACAUACACACACACGUAU. The protein sequence of the target gene is MADFSVFLGFLKQIPRCLSIFFTYLLFLQLWEVNSDKVWVLGPEESILARVGEAVEFPCRLSSYQDAEHMEIRWFRAQVSNVVYLYQEPQGRSSLQMAQFRNRTLFEAYDIAEGSVNLHILKVLPSDEGRYGCRFLSDNFSGEATWELEVAGSGSDPHISLQGFSGEGIQLQCSSSGWYPKPKVQWRGHQGQCLSPESEAITQNAQGLFSLETSVIVRGGAHSNVSCIIQNPLLPQKKEFVIQIADVFLPRMSPWKKAFVGTLVVLPLSLIVLTMLALRYFYKLRSFQEKQVKQGEEVRE.... Result: 1 (interaction). (5) The miRNA is mmu-miR-340-5p with sequence UUAUAAAGCAAUGAGACUGAUU. The protein sequence of the target gene is MTSTVLVDIRDEVTCPICLELLTEPLSIDCGHSFCQVCIIGNSNNSVFGQGGRSSCPVCRTSYQPGNLRPNRHLAAIVKRLREVALCPGKQLEVIFCALHGEKLQLFCKEDGKLICWLCERSQEHRGHHTFLMEEVAQEYQDMFQESLKKLRREQQEAEKLKALIQEKRESWKSQVEPEKRRIQTEFKQLRSILDREEQRELKKLEVEERKGLSIIEKAEGDLIHQSQSLKDLISDLEHRCQGSTVELLQDVGDVTKRSEFWTLRKPQALPTKLKSLFRAPDLRKMLKVFRELTDVQSYW.... Result: 0 (no interaction). (6) The miRNA is hsa-miR-4318 with sequence CACUGUGGGUACAUGCU. The protein sequence of the target gene is MPQYQTWEEFSRAAEKLYLADPMKARVVLKYRHSDGNLCVKVTDDLVCLVYKTDQAQDVKKIEKFHSQLMRLMVAKEARNVTMETE. Result: 1 (interaction).